This data is from Catalyst prediction with 721,799 reactions and 888 catalyst types from USPTO. The task is: Predict which catalyst facilitates the given reaction. Reactant: [C:1]1([C:7]([OH:9])=[O:8])([C:4](O)=[O:5])[CH2:3][CH2:2]1.C(N(CC)CC)C.S(Cl)(Cl)=O.[CH2:21]([NH2:28])[C:22]1[CH:27]=[CH:26][CH:25]=[CH:24][CH:23]=1. Product: [CH2:21]([NH:28][C:4]([C:1]1([C:7]([OH:9])=[O:8])[CH2:3][CH2:2]1)=[O:5])[C:22]1[CH:27]=[CH:26][CH:25]=[CH:24][CH:23]=1. The catalyst class is: 56.